This data is from NCI-60 drug combinations with 297,098 pairs across 59 cell lines. The task is: Regression. Given two drug SMILES strings and cell line genomic features, predict the synergy score measuring deviation from expected non-interaction effect. (1) Drug 1: CC1=C(C(=O)C2=C(C1=O)N3CC4C(C3(C2COC(=O)N)OC)N4)N. Drug 2: CC1C(C(CC(O1)OC2CC(CC3=C2C(=C4C(=C3O)C(=O)C5=C(C4=O)C(=CC=C5)OC)O)(C(=O)CO)O)N)O.Cl. Cell line: HOP-92. Synergy scores: CSS=50.0, Synergy_ZIP=-1.42, Synergy_Bliss=-0.246, Synergy_Loewe=-0.309, Synergy_HSA=3.67. (2) Drug 2: C1CCC(C(C1)N)N.C(=O)(C(=O)[O-])[O-].[Pt+4]. Cell line: NCI-H322M. Drug 1: CCN(CC)CCCC(C)NC1=C2C=C(C=CC2=NC3=C1C=CC(=C3)Cl)OC. Synergy scores: CSS=19.9, Synergy_ZIP=-6.60, Synergy_Bliss=1.34, Synergy_Loewe=0.418, Synergy_HSA=2.11. (3) Drug 1: C1=NC2=C(N=C(N=C2N1C3C(C(C(O3)CO)O)F)Cl)N. Drug 2: B(C(CC(C)C)NC(=O)C(CC1=CC=CC=C1)NC(=O)C2=NC=CN=C2)(O)O. Cell line: 786-0. Synergy scores: CSS=65.1, Synergy_ZIP=-1.86, Synergy_Bliss=-2.57, Synergy_Loewe=-4.74, Synergy_HSA=-0.750. (4) Drug 1: CN(C(=O)NC(C=O)C(C(C(CO)O)O)O)N=O. Drug 2: C1C(C(OC1N2C=NC(=NC2=O)N)CO)O. Cell line: UACC62. Synergy scores: CSS=22.3, Synergy_ZIP=-3.59, Synergy_Bliss=3.78, Synergy_Loewe=6.16, Synergy_HSA=6.20.